Dataset: Forward reaction prediction with 1.9M reactions from USPTO patents (1976-2016). Task: Predict the product of the given reaction. Given the reactants [CH2:1]1[C:6](=O)[CH2:5][CH2:4][N:3]([CH2:8][CH2:9][C:10]2[CH:15]=[CH:14][CH:13]=[CH:12][CH:11]=2)[CH2:2]1.[NH2:16][C:17]1[CH:18]=[C:19]2[C:23](=[CH:24][CH:25]=1)[NH:22][N:21]=[CH:20]2.C(O)(=O)C.C(=O)([O-])O.[Na+], predict the reaction product. The product is: [NH:22]1[C:23]2[C:19](=[CH:18][C:17]([NH:16][CH:6]3[CH2:5][CH2:4][N:3]([CH2:8][CH2:9][C:10]4[CH:15]=[CH:14][CH:13]=[CH:12][CH:11]=4)[CH2:2][CH2:1]3)=[CH:25][CH:24]=2)[CH:20]=[N:21]1.